This data is from Peptide-MHC class II binding affinity with 134,281 pairs from IEDB. The task is: Regression. Given a peptide amino acid sequence and an MHC pseudo amino acid sequence, predict their binding affinity value. This is MHC class II binding data. (1) The peptide sequence is HTVMPLSAPTLVPQE. The MHC is DRB1_0701 with pseudo-sequence DRB1_0701. The binding affinity (normalized) is 0.356. (2) The peptide sequence is VTKTSGSAASMVNGV. The MHC is DRB1_0404 with pseudo-sequence DRB1_0404. The binding affinity (normalized) is 0.431. (3) The peptide sequence is MAEMKTDAATLAQEA. The MHC is DRB1_1501 with pseudo-sequence DRB1_1501. The binding affinity (normalized) is 0.340.